This data is from TCR-epitope binding with 47,182 pairs between 192 epitopes and 23,139 TCRs. The task is: Binary Classification. Given a T-cell receptor sequence (or CDR3 region) and an epitope sequence, predict whether binding occurs between them. The epitope is GTSGSPIVNR. The TCR CDR3 sequence is CASSQSSMQDPYGYTF. Result: 0 (the TCR does not bind to the epitope).